The task is: Predict the product of the given reaction.. This data is from Forward reaction prediction with 1.9M reactions from USPTO patents (1976-2016). (1) The product is: [ClH:64].[CH2:39]([C@H:41]([NH:48][C:20]([C:19]1[C:18]2[C:13](=[CH:14][CH:15]=[CH:16][CH:17]=2)[N:12]=[C:11]([C:23]2[CH:28]=[CH:27][CH:26]=[CH:25][CH:24]=2)[C:10]=1[N:6]1[CH2:7][CH2:8][CH2:9][C@H:5]1[C:3]([O:2][CH3:1])=[O:4])=[O:22])[C:42]1[CH:47]=[CH:46][CH:45]=[CH:44][CH:43]=1)[CH3:40]. Given the reactants [CH3:1][O:2][C:3]([C@@H:5]1[CH2:9][CH2:8][CH2:7][N:6]1[C:10]1[C:11]([C:23]2[CH:28]=[CH:27][CH:26]=[CH:25][CH:24]=2)=[N:12][C:13]2[C:18]([C:19]=1[C:20]([OH:22])=O)=[CH:17][CH:16]=[CH:15][CH:14]=2)=[O:4].C1C=CC2N(O)N=NC=2C=1.[CH2:39]([C@H:41]([NH2:48])[C:42]1[CH:47]=[CH:46][CH:45]=[CH:44][CH:43]=1)[CH3:40].C1CCC(N=C=NC2CCCCC2)CC1.[ClH:64].CCOCC, predict the reaction product. (2) Given the reactants Br[C:2]1[CH:7]=[CH:6][C:5]([S:8]([N:11]2[CH2:25][CH2:24][C:14]3([O:19][CH2:18][C:17](=[O:20])[N:16]([CH:21]([CH3:23])C)[CH2:15]3)[CH2:13][CH2:12]2)(=[O:10])=[O:9])=[CH:4][CH:3]=1.Br[C:27]1[CH:36]=[C:35]2[C:30]([CH:31]=[C:32]([F:37])[CH:33]=[N:34]2)=[CH:29][CH:28]=1, predict the reaction product. The product is: [CH2:21]([N:16]1[CH2:15][C:14]2([CH2:13][CH2:12][N:11]([S:8]([C:5]3[CH:6]=[CH:7][C:2]([C:27]4[CH:36]=[C:35]5[C:30]([CH:31]=[C:32]([F:37])[CH:33]=[N:34]5)=[CH:29][CH:28]=4)=[CH:3][CH:4]=3)(=[O:10])=[O:9])[CH2:25][CH2:24]2)[O:19][CH2:18][C:17]1=[O:20])[CH3:23]. (3) Given the reactants [N:1]1[S:2][N:3]=[C:4]2[CH:9]=[C:8]([C:10]3[O:14][C:13]([CH3:16])([CH3:15])[C:12](=[O:17])[CH:11]=3)[CH:7]=[CH:6][C:5]=12.C1C(=O)N([Br:25])C(=O)C1, predict the reaction product. The product is: [N:1]1[S:2][N:3]=[C:4]2[CH:9]=[C:8]([C:10]3[O:14][C:13]([CH3:15])([CH3:16])[C:12](=[O:17])[C:11]=3[Br:25])[CH:7]=[CH:6][C:5]=12. (4) Given the reactants [NH2:1][C:2]1[CH:42]=[CH:41][C:5]([C:6]([NH:8][C:9]2[CH:14]=[CH:13][CH:12]=[C:11]([NH:15][C:16]3[CH:21]=[CH:20][C:19]([Cl:22])=[C:18]([C:23]4[C:31]5[C:26](=[CH:27][CH:28]=[CH:29][CH:30]=5)[N:25](S(C5C=CC=CC=5)(=O)=O)[CH:24]=4)[N:17]=3)[CH:10]=2)=[O:7])=[CH:4][CH:3]=1.[OH-].[Na+], predict the reaction product. The product is: [NH2:1][C:2]1[CH:42]=[CH:41][C:5]([C:6]([NH:8][C:9]2[CH:14]=[CH:13][CH:12]=[C:11]([NH:15][C:16]3[CH:21]=[CH:20][C:19]([Cl:22])=[C:18]([C:23]4[C:31]5[C:26](=[CH:27][CH:28]=[CH:29][CH:30]=5)[NH:25][CH:24]=4)[N:17]=3)[CH:10]=2)=[O:7])=[CH:4][CH:3]=1. (5) Given the reactants Cl[C:2]1[CH:3]=[C:4]([CH:9]=[C:10]([Cl:12])[N:11]=1)[C:5]([O:7][CH3:8])=[O:6].[CH2:13]([Sn](CCCC)(CCCC)C=C)[CH2:14]CC, predict the reaction product. The product is: [CH3:8][O:7][C:5](=[O:6])[C:4]1[CH:3]=[C:2]([CH:13]=[CH2:14])[N:11]=[C:10]([Cl:12])[CH:9]=1. (6) Given the reactants [OH:1][CH2:2][CH:3]([C:7]1[S:8][CH:9]=[CH:10][CH:11]=1)[C:4]([OH:6])=[O:5].[OH-].[K+].[CH3:14][C:15]1[CH:22]=[C:21]([CH3:23])[CH:20]=[C:19]([CH3:24])[C:16]=1[CH2:17]Cl.O, predict the reaction product. The product is: [OH:1][CH2:2][CH:3]([C:7]1[S:8][CH:9]=[CH:10][CH:11]=1)[C:4]([O:6][CH2:17][C:16]1[C:19]([CH3:24])=[CH:20][C:21]([CH3:23])=[CH:22][C:15]=1[CH3:14])=[O:5].